This data is from Catalyst prediction with 721,799 reactions and 888 catalyst types from USPTO. The task is: Predict which catalyst facilitates the given reaction. (1) The catalyst class is: 1. Reactant: [CH3:1][O:2][C:3]1([O:10][CH3:11])[CH2:8][CH2:7][O:6][CH2:5][CH:4]1[OH:9].[H-].[Na+].I[CH2:15][CH3:16]. Product: [CH2:15]([O:9][CH:4]1[C:3]([O:10][CH3:11])([O:2][CH3:1])[CH2:8][CH2:7][O:6][CH2:5]1)[CH3:16]. (2) Reactant: [NH2:1][CH:2]([C:4]1[N:5]([C:16]2[CH:21]=[CH:20][CH:19]=[CH:18][CH:17]=2)[C:6](=[O:15])[C:7]2[C:12]([CH:13]=1)=[CH:11][CH:10]=[CH:9][C:8]=2[CH3:14])[CH3:3].Cl[C:23]1[N:31]=[C:30]([F:32])[N:29]=[C:28]2[C:24]=1[N:25]=[CH:26][N:27]2C1CCCCO1.CCN(C(C)C)C(C)C.[F:48][C:49]1[N:57]=[C:56]2[C:52]([N:53]=[C:54]([NH:64][CH:65]([C:67]3[N:68]([C:79]4[CH:84]=[CH:83][CH:82]=[CH:81][CH:80]=4)[C:69](=[O:78])[C:70]4[C:75]([CH:76]=3)=[CH:74][CH:73]=[CH:72][C:71]=4[CH3:77])[CH3:66])[N:55]2[CH:58]2[CH2:63][CH2:62][CH2:61][CH2:60][O:59]2)=[CH:51][N:50]=1. Product: [F:32][C:30]1[N:29]=[C:28]2[C:24]([N:25]=[CH:26][NH:27]2)=[C:23]([NH:1][C@H:2]([C:4]2[N:5]([C:16]3[CH:21]=[CH:20][CH:19]=[CH:18][CH:17]=3)[C:6](=[O:15])[C:7]3[C:12]([CH:13]=2)=[CH:11][CH:10]=[CH:9][C:8]=3[CH3:14])[CH3:3])[N:31]=1.[F:48][C:49]1[N:57]=[C:56]2[C:52]([N:53]=[C:54]([NH:64][CH:65]([C:67]3[N:68]([C:79]4[CH:80]=[CH:81][CH:82]=[CH:83][CH:84]=4)[C:69](=[O:78])[C:70]4[C:75]([CH:76]=3)=[CH:74][CH:73]=[CH:72][C:71]=4[CH3:77])[CH3:66])[N:55]2[CH:58]2[CH2:63][CH2:62][CH2:61][CH2:60][O:59]2)=[CH:51][N:50]=1. The catalyst class is: 114.